Dataset: Peptide-MHC class II binding affinity with 134,281 pairs from IEDB. Task: Regression. Given a peptide amino acid sequence and an MHC pseudo amino acid sequence, predict their binding affinity value. This is MHC class II binding data. (1) The peptide sequence is GKSSFCDICGEELPT. The MHC is DRB3_0101 with pseudo-sequence DRB3_0101. The binding affinity (normalized) is 0.0708. (2) The peptide sequence is ELNLLDKRQFELYKR. The MHC is HLA-DQA10201-DQB10402 with pseudo-sequence HLA-DQA10201-DQB10402. The binding affinity (normalized) is 0.356. (3) The peptide sequence is TPEGIIPALFEPERE. The MHC is DRB1_1501 with pseudo-sequence QEFFIASGAAVDAIMWPRFDYFDIQAATYHVVFT. The binding affinity (normalized) is 0.106.